From a dataset of Forward reaction prediction with 1.9M reactions from USPTO patents (1976-2016). Predict the product of the given reaction. (1) Given the reactants [CH2:1]([S:3]([C:6]1[CH:7]=[C:8]([C:22]2[N:27]=[C:26]([CH3:28])[N:25]=[C:24]([N:29](CC3C=CC(OC)=CC=3)CC3C=CC(OC)=CC=3)[N:23]=2)[C:9]([NH:12][C:13]2[CH:14]=[N:15][C:16]([O:20][CH3:21])=[C:17]([F:19])[CH:18]=2)=[N:10][CH:11]=1)(=[O:5])=[O:4])[CH3:2].FC(F)(F)S(O)(=O)=O.[OH-].[Na+], predict the reaction product. The product is: [CH2:1]([S:3]([C:6]1[CH:7]=[C:8]([C:22]2[N:27]=[C:26]([CH3:28])[N:25]=[C:24]([NH2:29])[N:23]=2)[C:9]([NH:12][C:13]2[CH:14]=[N:15][C:16]([O:20][CH3:21])=[C:17]([F:19])[CH:18]=2)=[N:10][CH:11]=1)(=[O:4])=[O:5])[CH3:2]. (2) Given the reactants [CH3:1][Si](C=[N+]=[N-])(C)C.C(OCC)C.[C:13]([O:17][C:18]([NH:20][C@@H:21]1[CH2:26][CH2:25][CH2:24][CH2:23][C@@H:22]1[C:27]([OH:29])=[O:28])=[O:19])([CH3:16])([CH3:15])[CH3:14].C1C=CC=CC=1, predict the reaction product. The product is: [CH3:1][O:28][C:27]([C@H:22]1[CH2:23][CH2:24][CH2:25][CH2:26][C@H:21]1[NH:20][C:18]([O:17][C:13]([CH3:16])([CH3:14])[CH3:15])=[O:19])=[O:29]. (3) The product is: [C:1]([C:3]1[CH:12]=[CH:11][C:6]([C:7]([OH:9])=[O:8])=[CH:5][CH:4]=1)#[CH:2]. Given the reactants [C:1]([C:3]1[CH:12]=[CH:11][C:6]([C:7]([O:9]C)=[O:8])=[CH:5][CH:4]=1)#[CH:2].CO.[Li+].[OH-].Cl, predict the reaction product. (4) Given the reactants [C:1]([O:5][C:6]([NH:8][C:9]([C:18]1[O:22][C:21]([C:23]2[CH:24]=[C:25]([CH:29]=[C:30]([N:32]([CH3:37])[S:33]([CH3:36])(=[O:35])=[O:34])[CH:31]=2)[C:26](O)=[O:27])=[N:20][N:19]=1)([CH3:17])[CH2:10][C:11]1[CH:16]=[CH:15][CH:14]=[CH:13][CH:12]=1)=[O:7])([CH3:4])([CH3:3])[CH3:2].[CH:38](N(C(C)C)CC)(C)C.C(Cl)CCl.C1C=N[C:54]2[N:57]([OH:60])N=NC=2C=1, predict the reaction product. The product is: [C:1]([O:5][C:6](=[O:7])[NH:8][C:9]([C:18]1[O:22][C:21]([C:23]2[CH:31]=[C:30]([N:32]([CH3:37])[S:33]([CH3:36])(=[O:35])=[O:34])[CH:29]=[C:25]([C:26]([N:57]([O:60][CH3:38])[CH3:54])=[O:27])[CH:24]=2)=[N:20][N:19]=1)([CH3:17])[CH2:10][C:11]1[CH:16]=[CH:15][CH:14]=[CH:13][CH:12]=1)([CH3:3])([CH3:4])[CH3:2]. (5) Given the reactants Cl.FC(F)(F)S(O[C:8]1[C:9]([O:31][CH2:32][CH3:33])=[CH:10][CH:11]=[C:12]2[C:17]=1[CH:16]=[N:15][CH:14]=[C:13]2[CH2:18][C:19]1[CH:24]=[C:23]([O:25][CH3:26])[C:22]([O:27][CH3:28])=[C:21]([O:29][CH3:30])[CH:20]=1)(=O)=O.C1C=CC(P(C2C(C3C(P(C4C=CC=CC=4)C4C=CC=CC=4)=CC=C4C=3C=CC=C4)=C3C(C=CC=C3)=CC=2)C2C=CC=CC=2)=CC=1.Cl.[CH3:83][NH:84][CH3:85].C([O-])([O-])=O.[Cs+].[Cs+], predict the reaction product. The product is: [CH2:32]([O:31][C:9]1[C:8]([N:84]([CH3:85])[CH3:83])=[C:17]2[C:12]([C:13]([CH2:18][C:19]3[CH:24]=[C:23]([O:25][CH3:26])[C:22]([O:27][CH3:28])=[C:21]([O:29][CH3:30])[CH:20]=3)=[CH:14][N:15]=[CH:16]2)=[CH:11][CH:10]=1)[CH3:33]. (6) The product is: [C:49]([C:44]1([C:41]2[CH:40]=[CH:39][C:38]([NH:37][C:31](=[O:33])[C:30]3[CH:29]=[CH:28][C:27]([N:26]([CH3:25])[CH3:36])=[CH:35][CH:34]=3)=[CH:43][CH:42]=2)[CH2:48][CH2:47][CH2:46][CH2:45]1)#[N:50]. Given the reactants F[P-](F)(F)(F)(F)F.Br[P+](N1CCCC1)(N1CCCC1)N1CCCC1.[CH3:25][N:26]([CH3:36])[C:27]1[CH:35]=[CH:34][C:30]([C:31]([OH:33])=O)=[CH:29][CH:28]=1.[NH2:37][C:38]1[CH:43]=[CH:42][C:41]([C:44]2([C:49]#[N:50])[CH2:48][CH2:47][CH2:46][CH2:45]2)=[CH:40][CH:39]=1.C(N(C(C)C)C(C)C)C, predict the reaction product. (7) Given the reactants Cl[C:2]1[C:12]([C:13]#[N:14])=[CH:11][C:5]([C:6]([O:8][CH2:9][CH3:10])=[O:7])=[C:4]([CH2:15][CH3:16])[N:3]=1.Cl.[Cl:18][C:19]1[S:23][C:22]([S:24]([NH:27][C:28]([CH:30]2[CH2:35][CH2:34][NH:33][CH2:32][CH2:31]2)=[O:29])(=[O:26])=[O:25])=[CH:21][CH:20]=1.CCN(C(C)C)C(C)C, predict the reaction product. The product is: [Cl:18][C:19]1[S:23][C:22]([S:24]([NH:27][C:28]([CH:30]2[CH2:35][CH2:34][N:33]([C:2]3[C:12]([C:13]#[N:14])=[CH:11][C:5]([C:6]([O:8][CH2:9][CH3:10])=[O:7])=[C:4]([CH2:15][CH3:16])[N:3]=3)[CH2:32][CH2:31]2)=[O:29])(=[O:25])=[O:26])=[CH:21][CH:20]=1.